This data is from Forward reaction prediction with 1.9M reactions from USPTO patents (1976-2016). The task is: Predict the product of the given reaction. Given the reactants CN([CH:4]=[O:5])C.O=P(Cl)(Cl)Cl.[Cl:11][C:12]1[CH:16]=[CH:15][NH:14][C:13]=1[C:17]([O:19][CH3:20])=[O:18], predict the reaction product. The product is: [Cl:11][C:12]1[C:16]([CH:4]=[O:5])=[CH:15][NH:14][C:13]=1[C:17]([O:19][CH3:20])=[O:18].[Cl:11][C:12]1[CH:16]=[C:15]([CH:4]=[O:5])[NH:14][C:13]=1[C:17]([O:19][CH3:20])=[O:18].